From a dataset of Forward reaction prediction with 1.9M reactions from USPTO patents (1976-2016). Predict the product of the given reaction. (1) The product is: [N:10]1([CH:5]([NH:4][C:1](=[O:3])[CH3:2])[CH2:6][CH2:7][CH3:8])[C:14]2[CH:15]=[CH:16][CH:17]=[CH:18][C:13]=2[N:12]=[N:11]1. Given the reactants [C:1]([NH2:4])(=[O:3])[CH3:2].[CH:5](=O)[CH2:6][CH2:7][CH3:8].[NH:10]1[C:14]2[CH:15]=[CH:16][CH:17]=[CH:18][C:13]=2[N:12]=[N:11]1.O.C1(C)C=CC(S(O)(=O)=O)=CC=1, predict the reaction product. (2) Given the reactants [F:1][C:2]1[C:16]([F:17])=[C:15]([F:18])[CH:14]=[CH:13][C:3]=1[CH2:4][C:5]1[O:9][N:8]=[C:7]([C:10]([OH:12])=O)[CH:6]=1.[O:19]1[CH2:23][CH2:22][CH:21]([CH2:24][NH2:25])[CH2:20]1.ON1C2C=CC=CC=2N=N1.Cl.C(N=C=NCCCN(C)C)C, predict the reaction product. The product is: [O:19]1[CH2:23][CH2:22][CH:21]([CH2:24][NH:25][C:10]([C:7]2[CH:6]=[C:5]([CH2:4][C:3]3[CH:13]=[CH:14][C:15]([F:18])=[C:16]([F:17])[C:2]=3[F:1])[O:9][N:8]=2)=[O:12])[CH2:20]1. (3) Given the reactants [OH:1][CH2:2][CH2:3][C:4]1([NH:7][C:8](=[O:14])[O:9][C:10]([CH3:13])([CH3:12])[CH3:11])[CH2:6][CH2:5]1.C(N(CC)CC)C.[S:22](Cl)([CH3:25])(=[O:24])=[O:23], predict the reaction product. The product is: [CH3:25][S:22]([O:1][CH2:2][CH2:3][C:4]1([NH:7][C:8]([O:9][C:10]([CH3:11])([CH3:13])[CH3:12])=[O:14])[CH2:5][CH2:6]1)(=[O:24])=[O:23]. (4) Given the reactants [OH:1][C@@H:2]1[C@@H:6]([CH3:7])[CH2:5][N:4]([C:8]([O:10][CH2:11][C:12]2[CH:17]=[CH:16][CH:15]=[CH:14][CH:13]=2)=[O:9])[CH2:3]1.[S:18](Cl)([C:21]1[CH:27]=[CH:26][C:24]([CH3:25])=[CH:23][CH:22]=1)(=[O:20])=[O:19], predict the reaction product. The product is: [CH3:7][C@@H:6]1[C@@H:2]([O:1][S:18]([C:21]2[CH:27]=[CH:26][C:24]([CH3:25])=[CH:23][CH:22]=2)(=[O:20])=[O:19])[CH2:3][N:4]([C:8]([O:10][CH2:11][C:12]2[CH:17]=[CH:16][CH:15]=[CH:14][CH:13]=2)=[O:9])[CH2:5]1.